Dataset: Forward reaction prediction with 1.9M reactions from USPTO patents (1976-2016). Task: Predict the product of the given reaction. (1) Given the reactants [CH3:1][O:2][C:3]1[CH:8]=[CH:7][C:6]([CH:9]=[C:10]([CH3:25])[C:11](=[O:24])[C:12]2[CH:17]=[C:16]([O:18][CH3:19])[C:15]([O:20][CH3:21])=[C:14]([O:22][CH3:23])[CH:13]=2)=[CH:5][C:4]=1[NH:26][C:27](=[O:40])[C@:28]([NH2:39])(C(OC(C)(C)C)=O)[CH:29]([CH3:31])[CH3:30].[ClH:41], predict the reaction product. The product is: [ClH:41].[CH3:1][O:2][C:3]1[CH:8]=[CH:7][C:6]([CH:9]=[C:10]([CH3:25])[C:11](=[O:24])[C:12]2[CH:17]=[C:16]([O:18][CH3:19])[C:15]([O:20][CH3:21])=[C:14]([O:22][CH3:23])[CH:13]=2)=[CH:5][C:4]=1[NH:26][C:27](=[O:40])[C@@H:28]([NH2:39])[CH:29]([CH3:31])[CH3:30]. (2) Given the reactants [C:1]1([C@H:7]([NH:10][C:11]([C:13]2[CH:14]=[C:15]([C:22]([N:24]3[CH2:28][CH2:27][CH2:26][C@@H:25]3[C:29]([OH:31])=[O:30])=[O:23])[N:16]3[CH2:21][CH2:20][O:19][CH2:18][C:17]=23)=[O:12])[CH2:8][CH3:9])[CH:6]=[CH:5][CH:4]=[CH:3][CH:2]=1.[CH:32](O)([CH3:34])[CH3:33], predict the reaction product. The product is: [CH:32]([O:30][C:29]([C@H:25]1[CH2:26][CH2:27][CH2:28][N:24]1[C:22]([C:15]1[N:16]2[C:17]([CH2:18][O:19][CH2:20][CH2:21]2)=[C:13]([C:11](=[O:12])[NH:10][C@@H:7]([C:1]2[CH:6]=[CH:5][CH:4]=[CH:3][CH:2]=2)[CH2:8][CH3:9])[CH:14]=1)=[O:23])=[O:31])([CH3:34])[CH3:33]. (3) The product is: [CH2:1]([O:3][C:4]([C:6]1[CH:7]=[N:8][C:9]2[C:14]([C:15]=1[C:16]1[CH:21]=[C:20]([CH2:22][OH:23])[CH:19]=[CH:18][C:17]=1[O:24][CH3:25])=[CH:13][CH:12]=[C:11]([C:26]([F:29])([F:27])[F:28])[CH:10]=2)=[O:5])[CH3:2]. Given the reactants [CH2:1]([O:3][C:4]([C:6]1[CH:7]=[N:8][C:9]2[C:14]([C:15]=1[C:16]1[CH:21]=[C:20]([CH:22]=[O:23])[CH:19]=[CH:18][C:17]=1[O:24][CH3:25])=[CH:13][CH:12]=[C:11]([C:26]([F:29])([F:28])[F:27])[CH:10]=2)=[O:5])[CH3:2].[BH4-].[Na+], predict the reaction product. (4) Given the reactants [O:1]1[CH2:7][CH:6]([C:8]2[C:16]3[S:15][C:14]([NH2:17])=[N:13][C:12]=3[C:11]([O:18][CH3:19])=[CH:10][CH:9]=2)[CH2:5][O:4][CH2:3][CH2:2]1.[CH3:20][N:21]1[C:25]([C:26](O)=[O:27])=[CH:24][N:23]=[CH:22]1, predict the reaction product. The product is: [O:4]1[CH2:5][CH:6]([C:8]2[C:16]3[S:15][C:14]([NH:17][C:26]([C:25]4[N:21]([CH3:20])[CH:22]=[N:23][CH:24]=4)=[O:27])=[N:13][C:12]=3[C:11]([O:18][CH3:19])=[CH:10][CH:9]=2)[CH2:7][O:1][CH2:2][CH2:3]1. (5) Given the reactants [Cl:1][C:2]1[CH:7]=[CH:6][CH:5]=[C:4]([Cl:8])[C:3]=1[C:9](Cl)=[N:10][OH:11].[Cl:13][CH:14]([Cl:26])[C:15]([NH:17][C:18]1[CH:23]=[CH:22][C:21]([C:24]#[CH:25])=[CH:20][CH:19]=1)=[O:16], predict the reaction product. The product is: [Cl:13][CH:14]([Cl:26])[C:15]([NH:17][C:18]1[CH:23]=[CH:22][C:21]([C:24]2[O:11][N:10]=[C:9]([C:3]3[C:2]([Cl:1])=[CH:7][CH:6]=[CH:5][C:4]=3[Cl:8])[CH:25]=2)=[CH:20][CH:19]=1)=[O:16]. (6) Given the reactants [OH:1][C@@H:2]([C@@H:5]1[CH2:9][N:8]([C:10]([O:12][C:13]([CH3:16])([CH3:15])[CH3:14])=[O:11])[C:7](=[O:17])[CH2:6]1)CO, predict the reaction product. The product is: [CH:2]([C@@H:5]1[CH2:9][N:8]([C:10]([O:12][C:13]([CH3:15])([CH3:14])[CH3:16])=[O:11])[C:7](=[O:17])[CH2:6]1)=[O:1]. (7) Given the reactants C(OC([NH:8][C:9]1([C:13]2[CH:18]=[CH:17][C:16]([C:19]3[N:20]=[C:21]4[CH:26]=[CH:25][C:24]([C:27]([O:29][CH2:30][CH3:31])=[O:28])=[N:23][N:22]4[C:32]=3[C:33]3[CH:38]=[CH:37][CH:36]=[CH:35][CH:34]=3)=[CH:15][CH:14]=2)[CH2:12][CH2:11][CH2:10]1)=O)(C)(C)C.CO.Cl.[OH-].[Na+], predict the reaction product. The product is: [NH2:8][C:9]1([C:13]2[CH:14]=[CH:15][C:16]([C:19]3[N:20]=[C:21]4[CH:26]=[CH:25][C:24]([C:27]([O:29][CH2:30][CH3:31])=[O:28])=[N:23][N:22]4[C:32]=3[C:33]3[CH:34]=[CH:35][CH:36]=[CH:37][CH:38]=3)=[CH:17][CH:18]=2)[CH2:10][CH2:11][CH2:12]1. (8) Given the reactants [Cl:1][C:2]1[CH:7]=[CH:6][CH:5]=[CH:4][C:3]=1[N:8]1[C:12]2=[N:13][CH:14]=[N:15][C:16]([O:17][CH:18]([C:24]([NH:26][C:27]3[CH:32]=[CH:31][C:30]([CH3:33])=[CH:29][N:28]=3)=[O:25])[CH2:19][CH2:20][C:21](O)=[O:22])=[C:11]2[CH:10]=[N:9]1.CN.[CH3:36][N:37](C(ON1N=NC2C=CC=CC1=2)=[N+](C)C)C.[B-](F)(F)(F)F.O, predict the reaction product. The product is: [Cl:1][C:2]1[CH:7]=[CH:6][CH:5]=[CH:4][C:3]=1[N:8]1[C:12]2=[N:13][CH:14]=[N:15][C:16]([O:17][CH:18]([CH2:19][CH2:20][C:21]([NH:37][CH3:36])=[O:22])[C:24]([NH:26][C:27]3[CH:32]=[CH:31][C:30]([CH3:33])=[CH:29][N:28]=3)=[O:25])=[C:11]2[CH:10]=[N:9]1. (9) Given the reactants [C:1](Cl)(=[O:5])[CH2:2][CH2:3][CH3:4].[NH2:7][CH2:8][CH2:9][C:10]([O:12][C:13]([CH3:16])([CH3:15])[CH3:14])=[O:11].C(=O)([O-])O.[Na+], predict the reaction product. The product is: [C:1]([NH:7][CH2:8][CH2:9][C:10]([O:12][C:13]([CH3:16])([CH3:15])[CH3:14])=[O:11])(=[O:5])[CH2:2][CH2:3][CH3:4]. (10) Given the reactants [C:1]1([S:11]([C:14]2[CH:15]=[CH:16][C:17]3[O:26][C:25]4[CH2:24][CH2:23][NH:22][CH2:21][C:20]=4[C:18]=3[CH:19]=2)(=[O:13])=[O:12])[C:10]2[C:5](=[CH:6][CH:7]=[CH:8][CH:9]=2)[CH:4]=[CH:3][CH:2]=1.[ClH:27], predict the reaction product. The product is: [ClH:27].[C:1]1([S:11]([C:14]2[CH:15]=[CH:16][C:17]3[O:26][C:25]4[CH2:24][CH2:23][NH:22][CH2:21][C:20]=4[C:18]=3[CH:19]=2)(=[O:13])=[O:12])[C:10]2[C:5](=[CH:6][CH:7]=[CH:8][CH:9]=2)[CH:4]=[CH:3][CH:2]=1.